Predict the reactants needed to synthesize the given product. From a dataset of Full USPTO retrosynthesis dataset with 1.9M reactions from patents (1976-2016). (1) Given the product [Cl:27][C:24]1[CH:25]=[CH:26][C:21]([CH2:20][N:16]2[C:17]3[C:13](=[CH:12][C:11](/[CH:10]=[C:7]4/[C:8](=[O:9])[N:4]([CH2:3][CH2:2][NH:1][S:34]([C:37]5[O:41][C:40]([C:42]([O:44][CH3:45])=[O:43])=[CH:39][CH:38]=5)(=[O:35])=[O:36])[C:5](=[O:32])[S:6]/4)=[CH:19][CH:18]=3)[CH:14]=[N:15]2)=[C:22]([C:28]([F:30])([F:29])[F:31])[CH:23]=1, predict the reactants needed to synthesize it. The reactants are: [NH2:1][CH2:2][CH2:3][N:4]1[C:8](=[O:9])/[C:7](=[CH:10]/[C:11]2[CH:12]=[C:13]3[C:17](=[CH:18][CH:19]=2)[N:16]([CH2:20][C:21]2[CH:26]=[CH:25][C:24]([Cl:27])=[CH:23][C:22]=2[C:28]([F:31])([F:30])[F:29])[N:15]=[CH:14]3)/[S:6][C:5]1=[O:32].Cl[S:34]([C:37]1[O:41][C:40]([C:42]([O:44][CH3:45])=[O:43])=[CH:39][CH:38]=1)(=[O:36])=[O:35]. (2) Given the product [NH2:1][C:2]1[C:3]([C:24]2[CH:33]=[CH:32][C:27]([C:28]([O:30][CH3:31])=[O:29])=[C:26]([F:34])[CH:25]=2)=[N:4][C:5]([CH:8]2[CH2:13][CH2:12][C:11](=[O:14])[NH:10][CH2:9]2)=[CH:6][N:7]=1, predict the reactants needed to synthesize it. The reactants are: [NH2:1][C:2]1[C:3]([C:24]2[CH:33]=[CH:32][C:27]([C:28]([O:30][CH3:31])=[O:29])=[C:26]([F:34])[CH:25]=2)=[N:4][C:5]([C:8]2[CH2:13][CH2:12][C:11](=[O:14])[N:10](CC3C=CC(OC)=CC=3)[CH:9]=2)=[CH:6][N:7]=1. (3) Given the product [O:14]1[CH2:15][CH2:16][N:17]([CH2:20][CH2:21][CH2:22][O:23][C:24]2[CH:25]=[C:26]([NH:27][C:10]([NH:9][C:6]3[CH:5]=[CH:4][C:3]([C:2]([F:12])([F:13])[F:1])=[CH:8][CH:7]=3)=[O:11])[CH:28]=[CH:29][CH:30]=2)[CH2:18][CH2:19]1, predict the reactants needed to synthesize it. The reactants are: [F:1][C:2]([F:13])([F:12])[C:3]1[CH:8]=[CH:7][C:6]([N:9]=[C:10]=[O:11])=[CH:5][CH:4]=1.[O:14]1[CH2:19][CH2:18][N:17]([CH2:20][CH2:21][CH2:22][O:23][C:24]2[CH:25]=[C:26]([CH:28]=[CH:29][CH:30]=2)[NH2:27])[CH2:16][CH2:15]1. (4) Given the product [C:24]([C:20]1[CH:19]=[C:18]([O:3][CH:4]2[CH2:5][CH2:6][N:7]([C:10]([O:12][C:13]([CH3:16])([CH3:15])[CH3:14])=[O:11])[CH2:8][CH2:9]2)[CH:23]=[CH:22][N:21]=1)#[N:28], predict the reactants needed to synthesize it. The reactants are: [H-].[Na+].[OH:3][CH:4]1[CH2:9][CH2:8][N:7]([C:10]([O:12][C:13]([CH3:16])([CH3:15])[CH3:14])=[O:11])[CH2:6][CH2:5]1.Cl[C:18]1[CH:23]=[CH:22][N:21]=[C:20]([CH3:24])[C:19]=1C#N.C[N:28](C=O)C. (5) Given the product [Br:1][C:2]1[N:7]=[CH:6][C:5]2[CH:8]=[C:9]([C:11]3[CH:12]=[N:13][N:14]([CH3:16])[CH:15]=3)[N:10]([C:24]([O:26][C:27]([CH3:30])([CH3:29])[CH3:28])=[O:25])[C:4]=2[CH:3]=1, predict the reactants needed to synthesize it. The reactants are: [Br:1][C:2]1[N:7]=[CH:6][C:5]2[CH:8]=[C:9]([C:11]3[CH:12]=[N:13][N:14]([CH3:16])[CH:15]=3)[NH:10][C:4]=2[CH:3]=1.C(N(CC)CC)C.[C:24](O[C:24]([O:26][C:27]([CH3:30])([CH3:29])[CH3:28])=[O:25])([O:26][C:27]([CH3:30])([CH3:29])[CH3:28])=[O:25]. (6) Given the product [Cl:18][C:16]1[N:17]=[C:13]([C:11]([NH:10][C@H:7]2[CH2:8][CH2:9][N:4]([C:1]3[S:3][C:24]([CH3:32])=[C:25]([CH2:26][C:27]([O:29][CH3:30])=[O:28])[N:2]=3)[CH2:5][C@H:6]2[O:21][CH3:22])=[O:12])[NH:14][C:15]=1[CH2:19][CH3:20], predict the reactants needed to synthesize it. The reactants are: [C:1]([N:4]1[CH2:9][CH2:8][C@H:7]([NH:10][C:11]([C:13]2[NH:14][C:15]([CH2:19][CH3:20])=[C:16]([Cl:18])[N:17]=2)=[O:12])[C@H:6]([O:21][CH3:22])[CH2:5]1)(=[S:3])[NH2:2].Br[CH:24]([CH3:32])[C:25](=O)[CH2:26][C:27]([O:29][CH3:30])=[O:28]. (7) Given the product [Br:1][C:2]1[CH:3]=[C:4]([NH:9][C:10]2[C:11]3[CH:19]=[C:18]([NH2:20])[N:17]=[CH:16][C:12]=3[N:13]=[CH:14][N:15]=2)[CH:5]=[CH:6][C:7]=1[F:8], predict the reactants needed to synthesize it. The reactants are: [Br:1][C:2]1[CH:3]=[C:4]([NH:9][C:10]2[C:11]3[CH:19]=[C:18]([NH:20]CC4C=CC(OC)=CC=4)[N:17]=[CH:16][C:12]=3[N:13]=[CH:14][N:15]=2)[CH:5]=[CH:6][C:7]=1[F:8].C1(OC)C=CC=CC=1.